This data is from Full USPTO retrosynthesis dataset with 1.9M reactions from patents (1976-2016). The task is: Predict the reactants needed to synthesize the given product. (1) The reactants are: [Cl:1][C:2]1[CH:7]=[CH:6][C:5]([C:8](=[O:14])[CH2:9][C:10]([O:12][CH3:13])=[O:11])=[CH:4][CH:3]=1.[Br:15]Br. Given the product [Br:15][CH:9]([C:8]([C:5]1[CH:4]=[CH:3][C:2]([Cl:1])=[CH:7][CH:6]=1)=[O:14])[C:10]([O:12][CH3:13])=[O:11], predict the reactants needed to synthesize it. (2) The reactants are: C(O[C:6]([NH:8][NH:9][C:10]1[CH:15]=[CH:14][CH:13]=[CH:12][C:11]=1[C:16]([F:19])([F:18])[F:17])=O)(C)(C)C.[CH3:20][C@:21]12[C:27]([CH3:29])([CH3:28])[C@H:24]([CH2:25][CH2:26]1)[CH:23]([C:30](Cl)=[O:31])C2=O.N1C=CC=CC=1.Cl. Given the product [F:19][C:16]([F:17])([F:18])[C:11]1[CH:12]=[CH:13][CH:14]=[CH:15][C:10]=1[N:9]1[C:30](=[O:31])[C:23]2[C@@H:24]3[C:27]([CH3:29])([CH3:28])[C@@:21]([CH3:20])([CH2:26][CH2:25]3)[C:6]=2[NH:8]1, predict the reactants needed to synthesize it.